Dataset: Full USPTO retrosynthesis dataset with 1.9M reactions from patents (1976-2016). Task: Predict the reactants needed to synthesize the given product. (1) Given the product [CH:1]1([CH2:6][C@@H:7]([C:20]([NH:22][NH:23][C:24]2[C:29]([F:30])=[C:28]([N:31]3[CH2:35][CH2:34][CH2:33][CH2:32]3)[N:27]=[C:26]([CH3:36])[N:25]=2)=[O:21])[CH2:8][N:9]([OH:12])[CH:10]=[O:11])[CH2:2][CH2:3][CH2:4][CH2:5]1, predict the reactants needed to synthesize it. The reactants are: [CH:1]1([CH2:6][C@@H:7]([C:20]([NH:22][NH:23][C:24]2[C:29]([F:30])=[C:28]([N:31]3[CH2:35][CH2:34][CH2:33][CH2:32]3)[N:27]=[C:26]([CH3:36])[N:25]=2)=[O:21])[CH2:8][N:9]([O:12]CC2C=CC=CC=2)[CH:10]=[O:11])[CH2:5][CH2:4][CH2:3][CH2:2]1. (2) Given the product [CH2:1]([O:8][C@H:9]1[C@@H:15]([O:16][CH2:17][C:18]2[CH:23]=[CH:22][CH:21]=[CH:20][CH:19]=2)[C@H:14]([O:24][CH2:25][C:26]2[CH:27]=[CH:28][CH:29]=[CH:30][CH:31]=2)[C@@H:13]([CH2:32][O:33][CH2:34][C:35]2[CH:36]=[CH:37][CH:38]=[CH:39][CH:40]=2)[O:12][CH:10]1[O:11][CH2:47][C:46]([OH:49])=[O:45])[C:2]1[CH:3]=[CH:4][CH:5]=[CH:6][CH:7]=1, predict the reactants needed to synthesize it. The reactants are: [CH2:1]([O:8][C@H:9]1[C@@H:15]([O:16][CH2:17][C:18]2[CH:23]=[CH:22][CH:21]=[CH:20][CH:19]=2)[C@H:14]([O:24][CH2:25][C:26]2[CH:31]=[CH:30][CH:29]=[CH:28][CH:27]=2)[C@@H:13]([CH2:32][O:33][CH2:34][C:35]2[CH:40]=[CH:39][CH:38]=[CH:37][CH:36]=2)[O:12][CH:10]1[OH:11])[C:2]1[CH:7]=[CH:6][CH:5]=[CH:4][CH:3]=1.C([O:45][C:46](=[O:49])[CH2:47]Cl)(C)(C)C.COC(C)(C)C. (3) Given the product [F:1][C:2]1[CH:3]=[C:4]([C:5](=[O:6])[CH3:14])[CH:11]=[CH:12][CH:13]=1, predict the reactants needed to synthesize it. The reactants are: [F:1][C:2]1[CH:3]=[C:4]([CH:11]=[CH:12][CH:13]=1)[C:5](N(OC)C)=[O:6].[CH:14]([Mg]Br)=C. (4) Given the product [OH:6][C:7]1[CH:19]=[C:18]([CH2:20][N:21]2[C:25]3[CH:26]=[CH:27][C:28]([OH:30])=[CH:29][C:24]=3[O:23][C:22]2=[O:34])[CH:17]=[CH:16][C:8]=1[O:9][CH2:10][C:11]([OH:13])=[O:12], predict the reactants needed to synthesize it. The reactants are: [Li+].[OH-].C([O:6][C:7]1[CH:19]=[C:18]([CH2:20][N:21]2[C:25]3[CH:26]=[CH:27][C:28]([O:30]C(=O)C)=[CH:29][C:24]=3[O:23][C:22]2=[O:34])[CH:17]=[CH:16][C:8]=1[O:9][CH2:10][C:11]([O:13]CC)=[O:12])(=O)C. (5) Given the product [CH3:37][N:20]([S:21]([C:24]1[CH:25]=[C:26]([C:30]2[CH:31]=[CH:32][C:33]([CH3:36])=[CH:34][CH:35]=2)[CH:27]=[CH:28][CH:29]=1)(=[O:22])=[O:23])[CH:19]1[C:13]2[CH:12]=[CH:11][CH:10]=[C:9]([O:8][CH2:7][C:6]([OH:38])=[O:5])[C:14]=2[CH2:15][CH2:16][CH2:17][CH2:18]1, predict the reactants needed to synthesize it. The reactants are: C([O:5][C:6](=[O:38])[CH2:7][O:8][C:9]1[C:14]2[CH2:15][CH2:16][CH2:17][CH2:18][CH:19]([N:20]([CH3:37])[S:21]([C:24]3[CH:25]=[C:26]([C:30]4[CH:35]=[CH:34][C:33]([CH3:36])=[CH:32][CH:31]=4)[CH:27]=[CH:28][CH:29]=3)(=[O:23])=[O:22])[C:13]=2[CH:12]=[CH:11][CH:10]=1)(C)(C)C.[OH-].[Na+].